This data is from Experimentally validated miRNA-target interactions with 360,000+ pairs, plus equal number of negative samples. The task is: Binary Classification. Given a miRNA mature sequence and a target amino acid sequence, predict their likelihood of interaction. (1) The protein sequence of the target gene is METFDPTELPELLKLYYRRLFPYSQYYRWLNYGGVIKNYFQHREFSFTLKDDIYIRYQSFNNQSDLEKEMQKMNPYKIDIGAVYSHRPNQHNTVKLGAFQAQEKELVFDIDMTDYDDVRRCCSSADICPKCWTLMTMAIRIIDRALKEDFGFKHRLWVYSGRRGVHCWVCDESVRKLSSAVRSGIVEYLSLVKGGQDVKKKVHLSEKIHPFIRKSINIIKKYFEEYALVNQDILENKESWDKILALVPETIHDELQQSFQKSHNSLQRWEHLKKVASRYQNNIKNDKYGPWLEWEIMLQY.... The miRNA is hsa-miR-363-5p with sequence CGGGUGGAUCACGAUGCAAUUU. Result: 1 (interaction). (2) The miRNA is rno-miR-221-3p with sequence AGCUACAUUGUCUGCUGGGUUUC. The protein sequence of the target gene is MSWRGRSTYRPRPRRYVEPPEMIGPMRPEQFSDEVEPATPEEGEPATQRQDPAAAQEGEDEGASAGQGPKPEAHSQEQGHPQTGCECEDGPDGQEMDPPNPEEVKTPEEGEKQSQC. Result: 0 (no interaction).